The task is: Predict which catalyst facilitates the given reaction.. This data is from Catalyst prediction with 721,799 reactions and 888 catalyst types from USPTO. (1) Reactant: [CH2:1]([C:3]1[CH:8]=[C:7]([C:9]([F:12])([F:11])[F:10])[N:6]=[C:5]([C@H:13]([NH:15][S@:16]([C:18]([CH3:21])([CH3:20])[CH3:19])=[O:17])[CH3:14])[CH:4]=1)[CH3:2].[Li+].[CH3:23][Si]([N-][Si](C)(C)C)(C)C.CI. Product: [CH2:1]([C:3]1[CH:8]=[C:7]([C:9]([F:12])([F:10])[F:11])[N:6]=[C:5]([C@H:13]([N:15]([CH3:23])[S@:16]([C:18]([CH3:19])([CH3:21])[CH3:20])=[O:17])[CH3:14])[CH:4]=1)[CH3:2]. The catalyst class is: 1. (2) Reactant: C[O:2][C:3]([C:5]1[S:9][C:8]([CH2:10][CH2:11][C:12]2[C:13]([C:18]3[CH:23]=[CH:22][C:21]([F:24])=[CH:20][N:19]=3)=[N:14][O:15][C:16]=2[CH3:17])=[N:7][C:6]=1[CH3:25])=[O:4].O.[OH-].[Li+]. Product: [F:24][C:21]1[CH:22]=[CH:23][C:18]([C:13]2[C:12]([CH2:11][CH2:10][C:8]3[S:9][C:5]([C:3]([OH:4])=[O:2])=[C:6]([CH3:25])[N:7]=3)=[C:16]([CH3:17])[O:15][N:14]=2)=[N:19][CH:20]=1. The catalyst class is: 278. (3) Reactant: [Br:1][C:2]1[C:7]2[N:8]=[C:9](Br)[NH:10][C:6]=2[C:5]([Br:12])=[C:4]([Br:13])[C:3]=1[Br:14].[NH2:15][CH2:16][CH2:17][N:18]1[CH2:23][CH2:22][O:21][CH2:20][CH2:19]1. Product: [Br:1][C:2]1[C:7]2[N:8]=[C:9]([NH:15][CH2:16][CH2:17][N:18]3[CH2:23][CH2:22][O:21][CH2:20][CH2:19]3)[NH:10][C:6]=2[C:5]([Br:12])=[C:4]([Br:13])[C:3]=1[Br:14]. The catalyst class is: 8. (4) Reactant: [CH3:1][O:2][C:3]1[CH:12]=[C:11]2[C:6]([CH2:7][CH2:8][C:9](=O)[C:10]2([CH3:14])[CH3:13])=[CH:5][CH:4]=1.Cl.[NH2:17][OH:18].C([O-])(=O)C.[Na+]. Product: [CH3:1][O:2][C:3]1[CH:12]=[C:11]2[C:6]([CH2:7][CH2:8][C:9](=[N:17][OH:18])[C:10]2([CH3:14])[CH3:13])=[CH:5][CH:4]=1. The catalyst class is: 24. (5) Reactant: [C:1]1([S:7]([CH2:10][CH:11]=[CH:12][CH:13]=[CH:14][C:15]([OH:17])=O)(=[O:9])=[O:8])[CH:6]=[CH:5][CH:4]=[CH:3][CH:2]=1.C(Cl)(=O)C(Cl)=O.[NH2:24][OH:25]. Product: [OH:25][NH:24][C:15](=[O:17])[CH:14]=[CH:13][CH:12]=[CH:11][CH2:10][S:7]([C:1]1[CH:6]=[CH:5][CH:4]=[CH:3][CH:2]=1)(=[O:9])=[O:8]. The catalyst class is: 489.